From a dataset of Forward reaction prediction with 1.9M reactions from USPTO patents (1976-2016). Predict the product of the given reaction. (1) Given the reactants Cl[C:2]1[N:7]=[C:6]([O:8][CH3:9])[C:5]([N+:10]([O-:12])=[O:11])=[C:4]([O:13][CH3:14])[N:3]=1.C(N(CC)CC)C.[C:22]([O:26][C:27]([N:29]1[CH2:33][CH2:32][CH2:31][CH:30]1[CH2:34][NH2:35])=[O:28])([CH3:25])([CH3:24])[CH3:23], predict the reaction product. The product is: [C:22]([O:26][C:27]([N:29]1[CH2:33][CH2:32][CH2:31][CH:30]1[CH2:34][NH:35][C:2]1[N:7]=[C:6]([O:8][CH3:9])[C:5]([N+:10]([O-:12])=[O:11])=[C:4]([O:13][CH3:14])[N:3]=1)=[O:28])([CH3:25])([CH3:24])[CH3:23]. (2) Given the reactants [I-].[NH2:2][N+:3]1[CH:8]=[CH:7][CH:6]=[CH:5][CH:4]=1.C([O-])([O-])=O.[K+].[K+].[C:15]1([C:21]#[C:22][C:23]([O:25][CH2:26][CH3:27])=[O:24])[CH:20]=[CH:19][CH:18]=[CH:17][CH:16]=1.O, predict the reaction product. The product is: [C:15]1([C:21]2[C:22]([C:23]([O:25][CH2:26][CH3:27])=[O:24])=[C:4]3[CH:5]=[CH:6][CH:7]=[CH:8][N:3]3[N:2]=2)[CH:20]=[CH:19][CH:18]=[CH:17][CH:16]=1. (3) The product is: [CH2:25]([S:27]([NH:1][CH:2]1[CH2:6][CH2:5][CH:4]([C:7]2[C:15]3[C:10](=[C:11]([C:22]([NH2:24])=[O:23])[CH:12]=[C:13]([C:16]4[CH:21]=[CH:20][CH:19]=[CH:18][CH:17]=4)[CH:14]=3)[NH:9][CH:8]=2)[CH2:3]1)(=[O:29])=[O:28])[CH3:26]. Given the reactants [NH2:1][CH:2]1[CH2:6][CH2:5][CH:4]([C:7]2[C:15]3[C:10](=[C:11]([C:22]([NH2:24])=[O:23])[CH:12]=[C:13]([C:16]4[CH:21]=[CH:20][CH:19]=[CH:18][CH:17]=4)[CH:14]=3)[NH:9][CH:8]=2)[CH2:3]1.[CH2:25]([S:27](Cl)(=[O:29])=[O:28])[CH3:26], predict the reaction product. (4) Given the reactants C[O:2][C:3](=[O:22])[C:4]1[CH:9]=[CH:8][CH:7]=[C:6]([S:10][C:11]2[C:19]3[C:14](=[CH:15][C:16]([Cl:20])=[CH:17][CH:18]=3)[NH:13][C:12]=2[CH3:21])[CH:5]=1.[H-].[Na+].Br.Br[CH2:27][C:28]1[CH:33]=[CH:32][N:31]=[CH:30][CH:29]=1.C(#N)C, predict the reaction product. The product is: [Cl:20][C:16]1[CH:15]=[C:14]2[C:19]([C:11]([S:10][C:6]3[CH:5]=[C:4]([CH:9]=[CH:8][CH:7]=3)[C:3]([OH:2])=[O:22])=[C:12]([CH3:21])[N:13]2[CH2:27][C:28]2[CH:33]=[CH:32][N:31]=[CH:30][CH:29]=2)=[CH:18][CH:17]=1. (5) The product is: [CH3:1][O:2][C:3]1[CH:8]=[CH:7][C:6]([C:9]2[CH:10]=[C:11]3[C:16](=[CH:17][CH:18]=2)[C:15](=[O:19])[CH:14]([CH2:20][C:21]([OH:23])=[O:22])[CH2:13][CH2:12]3)=[CH:5][CH:4]=1. Given the reactants [CH3:1][O:2][C:3]1[CH:8]=[CH:7][C:6]([C:9]2[CH:10]=[C:11]3[C:16](=[CH:17][CH:18]=2)[C:15](=[O:19])[CH:14]([CH2:20][C:21]([O:23]CC)=[O:22])[CH2:13][CH2:12]3)=[CH:5][CH:4]=1.[OH-].[Na+].CC#N, predict the reaction product. (6) Given the reactants [CH2:1]1[CH:5]2[CH2:6][NH:7][CH2:8][CH:4]2[CH2:3][N:2]1[C:9]([C:11]1[CH:16]=[CH:15][C:14]([O:17][CH3:18])=[CH:13][C:12]=1[N:19]1[N:23]=[CH:22][CH:21]=[N:20]1)=[O:10].Cl[C:25]1[N:30]=[C:29]([CH3:31])[CH:28]=[C:27]([CH3:32])[N:26]=1, predict the reaction product. The product is: [CH3:32][C:27]1[CH:28]=[C:29]([CH3:31])[N:30]=[C:25]([N:7]2[CH2:8][CH:4]3[CH:5]([CH2:1][N:2]([C:9]([C:11]4[CH:16]=[CH:15][C:14]([O:17][CH3:18])=[CH:13][C:12]=4[N:19]4[N:20]=[CH:21][CH:22]=[N:23]4)=[O:10])[CH2:3]3)[CH2:6]2)[N:26]=1.